From a dataset of NCI-60 drug combinations with 297,098 pairs across 59 cell lines. Regression. Given two drug SMILES strings and cell line genomic features, predict the synergy score measuring deviation from expected non-interaction effect. (1) Drug 1: C1=C(C(=O)NC(=O)N1)N(CCCl)CCCl. Drug 2: C1C(C(OC1N2C=NC3=C(N=C(N=C32)Cl)N)CO)O. Cell line: HS 578T. Synergy scores: CSS=5.38, Synergy_ZIP=-3.50, Synergy_Bliss=-1.74, Synergy_Loewe=-4.18, Synergy_HSA=-3.98. (2) Drug 1: C1=CC(=CC=C1CCCC(=O)O)N(CCCl)CCCl. Cell line: SNB-19. Drug 2: CCC1(CC2CC(C3=C(CCN(C2)C1)C4=CC=CC=C4N3)(C5=C(C=C6C(=C5)C78CCN9C7C(C=CC9)(C(C(C8N6C)(C(=O)OC)O)OC(=O)C)CC)OC)C(=O)OC)O.OS(=O)(=O)O. Synergy scores: CSS=47.7, Synergy_ZIP=-8.11, Synergy_Bliss=-8.01, Synergy_Loewe=-18.0, Synergy_HSA=-5.82. (3) Drug 1: CCCS(=O)(=O)NC1=C(C(=C(C=C1)F)C(=O)C2=CNC3=C2C=C(C=N3)C4=CC=C(C=C4)Cl)F. Drug 2: CC=C1C(=O)NC(C(=O)OC2CC(=O)NC(C(=O)NC(CSSCCC=C2)C(=O)N1)C(C)C)C(C)C. Cell line: SF-539. Synergy scores: CSS=33.6, Synergy_ZIP=-8.35, Synergy_Bliss=-15.5, Synergy_Loewe=-62.6, Synergy_HSA=-14.8. (4) Drug 1: CC(C1=C(C=CC(=C1Cl)F)Cl)OC2=C(N=CC(=C2)C3=CN(N=C3)C4CCNCC4)N. Drug 2: CN1C2=C(C=C(C=C2)N(CCCl)CCCl)N=C1CCCC(=O)O.Cl. Cell line: SN12C. Synergy scores: CSS=5.24, Synergy_ZIP=-1.72, Synergy_Bliss=0.0317, Synergy_Loewe=-15.7, Synergy_HSA=-0.833.